From a dataset of Full USPTO retrosynthesis dataset with 1.9M reactions from patents (1976-2016). Predict the reactants needed to synthesize the given product. (1) Given the product [CH:20]([N:16]1[C:15]([C:9]2[S:10][C:11]3[CH2:12][CH2:13][O:14][C:5]4[CH:4]=[CH:3][C:2]([C:27]5[CH:28]=[CH:29][CH:30]=[CH:31][C:26]=5[O:25][CH3:24])=[CH:23][C:6]=4[C:7]=3[N:8]=2)=[N:19][CH:18]=[N:17]1)([CH3:22])[CH3:21], predict the reactants needed to synthesize it. The reactants are: Br[C:2]1[CH:3]=[CH:4][C:5]2[O:14][CH2:13][CH2:12][C:11]3[S:10][C:9]([C:15]4[N:16]([CH:20]([CH3:22])[CH3:21])[N:17]=[CH:18][N:19]=4)=[N:8][C:7]=3[C:6]=2[CH:23]=1.[CH3:24][O:25][C:26]1[CH:31]=[CH:30][CH:29]=[CH:28][C:27]=1B(O)O. (2) Given the product [CH3:45][O:44][C:17]1[C:18]([NH:23][C:24]([C:26]2[N:27]=[C:28]([O:31][C:32]3[CH:33]=[C:34]4[C:38](=[CH:39][C:40]=3[CH3:41])[CH2:37][CH2:36][C:35]4([CH3:43])[CH3:42])[S:29][CH:30]=2)=[O:25])=[C:19]([O:21][CH3:22])[N:20]=[C:15]([NH:14][CH2:13][CH:9]2[CH2:10][CH2:11][CH2:12][NH:8]2)[N:16]=1, predict the reactants needed to synthesize it. The reactants are: C(OC([N:8]1[CH2:12][CH2:11][CH2:10][CH:9]1[CH2:13][NH:14][C:15]1[N:20]=[C:19]([O:21][CH3:22])[C:18]([NH:23][C:24]([C:26]2[N:27]=[C:28]([O:31][C:32]3[CH:33]=[C:34]4[C:38](=[CH:39][C:40]=3[CH3:41])[CH2:37][CH2:36][C:35]4([CH3:43])[CH3:42])[S:29][CH:30]=2)=[O:25])=[C:17]([O:44][CH3:45])[N:16]=1)=O)(C)(C)C.C(=O)([O-])O.[Na+]. (3) The reactants are: [H-].[Na+].[Cl:3][C:4]1[N:5]=[C:6]([Cl:13])[C:7]2[CH:12]=[CH:11][NH:10][C:8]=2[N:9]=1.Cl[CH2:15][O:16][CH2:17][CH2:18][Si:19]([CH3:22])([CH3:21])[CH3:20].C(=O)(O)[O-].[Na+]. Given the product [Cl:3][C:4]1[N:5]=[C:6]([Cl:13])[C:7]2[CH:12]=[CH:11][N:10]([CH2:15][O:16][CH2:17][CH2:18][Si:19]([CH3:22])([CH3:21])[CH3:20])[C:8]=2[N:9]=1, predict the reactants needed to synthesize it.